Dataset: Forward reaction prediction with 1.9M reactions from USPTO patents (1976-2016). Task: Predict the product of the given reaction. (1) Given the reactants ClC(Cl)(Cl)[C:3]([NH:5][C:6]1[CH:11]=[CH:10][C:9]([C:12](=[O:20])[C:13]2[CH:18]=[CH:17][C:16]([I:19])=[CH:15][CH:14]=2)=[CH:8][C:7]=1[C:21](=O)[C:22]1[CH:27]=[CH:26][CH:25]=[C:24]([Cl:28])[CH:23]=1)=[O:4].C([O-])(=O)C.[NH4+:36], predict the reaction product. The product is: [Cl:28][C:24]1[CH:23]=[C:22]([C:21]2[C:7]3[C:6](=[CH:11][CH:10]=[C:9]([C:12](=[O:20])[C:13]4[CH:18]=[CH:17][C:16]([I:19])=[CH:15][CH:14]=4)[CH:8]=3)[NH:5][C:3](=[O:4])[N:36]=2)[CH:27]=[CH:26][CH:25]=1. (2) Given the reactants [CH3:1][O:2][C:3](=[O:17])[C:4]1[CH:9]=[CH:8][CH:7]=[C:6]([C:10]2O[C:12]([CH2:15][OH:16])=[N:13][N:14]=2)[CH:5]=1.[O:18]1[CH:23]=[CH:22][CH2:21][CH2:20][CH2:19]1.O.C1(C)C=CC([S:31](O)(=O)=O)=CC=1, predict the reaction product. The product is: [CH3:1][O:2][C:3](=[O:17])[C:4]1[CH:9]=[CH:8][CH:7]=[C:6]([C:10]2[S:31][C:12]([CH2:15][O:16][CH:23]3[CH2:22][CH2:21][CH2:20][CH2:19][O:18]3)=[N:13][N:14]=2)[CH:5]=1. (3) Given the reactants [CH3:1][S:2]([N:5]1[CH2:10][CH2:9][N:8]([C@@H:11]2[CH2:15][NH:14][C@H:13]([C:16]([NH:18][C:19]3[CH:31]=[CH:30][C:22]([C:23]([O:25][C:26]([CH3:29])([CH3:28])[CH3:27])=[O:24])=[CH:21][CH:20]=3)=[O:17])[CH2:12]2)[CH2:7][CH2:6]1)(=[O:4])=[O:3].[CH3:32][C:33]([O:36][C:37]([NH:39][CH2:40][C@@H:41]1[CH2:46][CH2:45][C@H:44]([C:47](O)=[O:48])[CH2:43][CH2:42]1)=[O:38])([CH3:35])[CH3:34], predict the reaction product. The product is: [CH3:35][C:33]([O:36][C:37]([NH:39][CH2:40][C@@H:41]1[CH2:46][CH2:45][C@H:44]([C:47]([N:14]2[CH2:15][C@@H:11]([N:8]3[CH2:9][CH2:10][N:5]([S:2]([CH3:1])(=[O:4])=[O:3])[CH2:6][CH2:7]3)[CH2:12][C@H:13]2[C:16]([NH:18][C:19]2[CH:31]=[CH:30][C:22]([C:23]([O:25][C:26]([CH3:28])([CH3:27])[CH3:29])=[O:24])=[CH:21][CH:20]=2)=[O:17])=[O:48])[CH2:43][CH2:42]1)=[O:38])([CH3:32])[CH3:34]. (4) Given the reactants [NH2:1][C:2]1[CH:7]=[CH:6][C:5]([N+:8]([O-:10])=[O:9])=[CH:4][C:3]=1[OH:11].C(N(CC)CC)C.Cl[CH2:20][C:21](Cl)=[O:22].S(=O)(=O)(O)[O-].[Na+], predict the reaction product. The product is: [N+:8]([C:5]1[CH:6]=[CH:7][C:2]2[NH:1][C:21](=[O:22])[CH2:20][O:11][C:3]=2[CH:4]=1)([O-:10])=[O:9]. (5) Given the reactants C(Cl)Cl.[CH2:4]([C:6]1[C:7]([CH2:27][CH2:28][OH:29])=[CH:8][C:9]([O:25][CH3:26])=[C:10]([C:12]2[N:17]=[C:16]([NH:18][C:19](=[O:24])[C:20]([CH3:23])([CH3:22])[CH3:21])[CH:15]=[CH:14][CH:13]=2)[CH:11]=1)[CH3:5].CC(OI1(OC(C)=O)(OC(C)=O)OC(=O)C2C=CC=CC1=2)=O, predict the reaction product. The product is: [CH2:4]([C:6]1[C:7]([CH2:27][CH:28]=[O:29])=[CH:8][C:9]([O:25][CH3:26])=[C:10]([C:12]2[N:17]=[C:16]([NH:18][C:19](=[O:24])[C:20]([CH3:23])([CH3:21])[CH3:22])[CH:15]=[CH:14][CH:13]=2)[CH:11]=1)[CH3:5]. (6) Given the reactants [Cl:1][C:2]1[CH:10]=[CH:9][CH:8]=[C:7]([CH3:11])[C:3]=1[C:4](O)=[O:5].CN(C=O)C.C(Cl)(=O)C([Cl:20])=O, predict the reaction product. The product is: [Cl:1][C:2]1[CH:10]=[CH:9][CH:8]=[C:7]([CH3:11])[C:3]=1[C:4]([Cl:20])=[O:5]. (7) Given the reactants C(N(CC)CC)C.[NH:8]1[CH2:13][CH2:12][CH2:11][CH2:10][CH2:9]1.Cl[CH2:15][CH2:16][S:17](Cl)(=[O:19])=[O:18], predict the reaction product. The product is: [CH:16]([S:17]([N:8]1[CH2:13][CH2:12][CH2:11][CH2:10][CH2:9]1)(=[O:19])=[O:18])=[CH2:15]. (8) Given the reactants [ClH:1].[CH2:2]([N:6]1[CH2:11][CH2:10][CH:9]([CH2:12][NH:13][C:14]([C:16]2[C:24]3[CH:23]=[CH:22][CH:21]=[CH:20][C:19]=3[N:18]3[CH2:25][CH2:26][CH2:27][O:28][C:17]=23)=[O:15])[CH2:8][CH2:7]1)[CH2:3][CH2:4][CH3:5], predict the reaction product. The product is: [ClH:1].[CH2:2]([N:6]1[CH2:7][CH2:8][CH:9]([CH2:12][NH:13][C:14]([C:16]2[C:24]3[CH:23]=[CH:22][CH:21]=[CH:20][C:19]=3[N:18]3[CH2:25][CH2:26][CH2:27][O:28][C:17]=23)=[O:15])[CH2:10][CH2:11]1)[CH2:3][CH2:4][CH3:5]. (9) Given the reactants [CH3:1][C:2]1[CH:7]=[CH:6][N:5]=[CH:4][C:3]=1[N:8]1[CH2:12][CH2:11][NH:10][C:9]1=[O:13].Br[C:15]1[CH:23]=[CH:22][C:18]2[S:19][CH:20]=[CH:21][C:17]=2[CH:16]=1.N[C@@H]1CCCC[C@H]1N.P([O-])([O-])([O-])=O.[K+].[K+].[K+], predict the reaction product. The product is: [S:19]1[CH:20]=[CH:21][C:17]2[CH:16]=[C:15]([N:10]3[CH:11]=[CH:12][N:8]([C:3]4[CH:4]=[N:5][CH:6]=[CH:7][C:2]=4[CH3:1])[C:9]3=[O:13])[CH:23]=[CH:22][C:18]1=2. (10) Given the reactants [Br-:1].[CH:2]1([C:8]([OH:34])([C:28]2[CH:33]=[CH:32][CH:31]=[CH:30][CH:29]=2)[C:9]([O:11]CC2CCC[N+]2(C(C2C=CON=2)C(=O)N)C)=O)[CH2:7][CH2:6][CH2:5][CH2:4]C1.[Br-].OC[C@H]1CCC[N+]1(CC(=O)NC1C=CON=1)C.[Br-].[OH:54][CH:55]1[CH2:60][CH2:59][N+:58]([CH3:70])([CH2:61][CH2:62][CH2:63][C:64]2[CH:69]=[CH:68][CH:67]=[CH:66][CH:65]=2)[CH2:57][CH2:56]1.C1(C(C2C=CC=CC=2)(O)C(O)=O)CCCC1, predict the reaction product. The product is: [Br-:1].[CH:2]1([C@@:8]([OH:34])([C:28]2[CH:29]=[CH:30][CH:31]=[CH:32][CH:33]=2)[C:9]([O:54][CH:55]2[CH2:56][CH2:57][N+:58]([CH3:70])([CH2:61][CH2:62][CH2:63][C:64]3[CH:65]=[CH:66][CH:67]=[CH:68][CH:69]=3)[CH2:59][CH2:60]2)=[O:11])[CH2:4][CH2:5][CH2:6][CH2:7]1.